This data is from Reaction yield outcomes from USPTO patents with 853,638 reactions. The task is: Predict the reaction yield, written as a fraction of the theoretical maximum amount of product (1.0 means a 100% yield; for example, 0.34 means a 34% yield). (1) The reactants are C([O:3][C:4]([C:6]1([NH:15][C:16](=[O:29])[C:17]2[CH:22]=[CH:21][CH:20]=[C:19]([CH3:23])[C:18]=2[C:24](=[O:28])[CH:25]([CH3:27])[CH3:26])[CH2:14][C:13]2[C:8](=[CH:9][CH:10]=[CH:11][CH:12]=2)[CH2:7]1)=[O:5])C.[OH-].[K+].O. The catalyst is CCO. The product is [C:24]([C:18]1[C:19]([CH3:23])=[CH:20][CH:21]=[CH:22][C:17]=1[C:16]([NH:15][C:6]1([C:4]([OH:5])=[O:3])[CH2:7][C:8]2[C:13](=[CH:12][CH:11]=[CH:10][CH:9]=2)[CH2:14]1)=[O:29])(=[O:28])[CH:25]([CH3:27])[CH3:26]. The yield is 0.890. (2) The reactants are [NH2:1][C:2]1[C:3]([Cl:11])=[N:4][CH:5]=[CH:6][C:7]=1[C:8](=[O:10])[CH3:9].[BH4-].[Na+]. The catalyst is CO. The product is [NH2:1][C:2]1[C:3]([Cl:11])=[N:4][CH:5]=[CH:6][C:7]=1[CH:8]([OH:10])[CH3:9]. The yield is 0.910. (3) The reactants are [F:1][C:2]1[CH:3]=[C:4]([NH2:8])[CH:5]=[CH:6][CH:7]=1.[C:9]1([CH2:15][S:16](Cl)(=[O:18])=[O:17])[CH:14]=[CH:13][CH:12]=[CH:11][CH:10]=1. The catalyst is C(Cl)Cl. The product is [F:1][C:2]1[CH:3]=[C:4]([NH:8][S:16]([CH2:15][C:9]2[CH:14]=[CH:13][CH:12]=[CH:11][CH:10]=2)(=[O:18])=[O:17])[CH:5]=[CH:6][CH:7]=1. The yield is 0.360. (4) The yield is 0.740. The product is [CH:45]1([NH:49][C:3]([NH:8][CH2:9][C:10]2[CH:36]=[C:35]([F:37])[CH:34]=[CH:33][C:11]=2[CH2:12][O:13][C:14]2[CH:19]=[C:18]([CH3:20])[N:17]([C:21]3[CH:22]=[C:23]([CH:28]=[CH:29][C:30]=3[CH3:31])[C:24]([O:26][CH3:27])=[O:25])[C:16](=[O:32])[CH:15]=2)=[O:5])[CH2:48][CH2:47][CH2:46]1. The catalyst is CC(N(C)C)=O. The reactants are FC(F)(F)[C:3]([OH:5])=O.[NH2:8][CH2:9][C:10]1[CH:36]=[C:35]([F:37])[CH:34]=[CH:33][C:11]=1[CH2:12][O:13][C:14]1[CH:19]=[C:18]([CH3:20])[N:17]([C:21]2[CH:22]=[C:23]([CH:28]=[CH:29][C:30]=2[CH3:31])[C:24]([O:26][CH3:27])=[O:25])[C:16](=[O:32])[CH:15]=1.CN1CCOCC1.[CH:45]1([NH2:49])[CH2:48][CH2:47][CH2:46]1. (5) The reactants are C([N:4]1[CH:8]=[CH:7][N:6]=[C:5]1[C:9]1[S:13][C:12]([C:14]2[C:15]3[N:22]=[C:21]([NH:23][C:24](=[O:26])[CH3:25])[S:20][C:16]=3[N:17]=[CH:18][N:19]=2)=[CH:11][C:10]=1[C:27]1[CH:32]=[CH:31][C:30]([Cl:33])=[CH:29][C:28]=1[Cl:34])C=C.C(O)(=O)C.C1([SiH3])C=CC=CC=1. The catalyst is C1C=CC([P]([Pd]([P](C2C=CC=CC=2)(C2C=CC=CC=2)C2C=CC=CC=2)([P](C2C=CC=CC=2)(C2C=CC=CC=2)C2C=CC=CC=2)[P](C2C=CC=CC=2)(C2C=CC=CC=2)C2C=CC=CC=2)(C2C=CC=CC=2)C2C=CC=CC=2)=CC=1.C(Cl)Cl.O. The product is [Cl:34][C:28]1[CH:29]=[C:30]([Cl:33])[CH:31]=[CH:32][C:27]=1[C:10]1[CH:11]=[C:12]([C:14]2[C:15]3[N:22]=[C:21]([NH:23][C:24](=[O:26])[CH3:25])[S:20][C:16]=3[N:17]=[CH:18][N:19]=2)[S:13][C:9]=1[C:5]1[NH:6][CH:7]=[CH:8][N:4]=1. The yield is 0.310. (6) The reactants are [CH2:1]([C:5]1[CH:6]=[CH:7][C:8]2[O:12][C:11]([C:13]3[CH:20]=[CH:19][C:16]([CH:17]=O)=[CH:15][CH:14]=3)=[CH:10][C:9]=2[CH:21]=1)[CH:2]([CH3:4])[CH3:3].C(O)(=O)C.[NH:26]1[CH2:29][CH:28]([C:30]([OH:32])=[O:31])[CH2:27]1.C([BH3-])#N.[Na+]. The catalyst is C(Cl)Cl.CO.CS(C)=O. The product is [CH2:1]([C:5]1[CH:6]=[CH:7][C:8]2[O:12][C:11]([C:13]3[CH:14]=[CH:15][C:16]([CH2:17][N:26]4[CH2:29][CH:28]([C:30]([OH:32])=[O:31])[CH2:27]4)=[CH:19][CH:20]=3)=[CH:10][C:9]=2[CH:21]=1)[CH:2]([CH3:3])[CH3:4]. The yield is 0.650. (7) The catalyst is CCOCC. The yield is 0.670. The product is [CH3:10][O:9][C:7]([C:6]1([C:5]([O:12][CH3:13])=[O:11])[CH2:25][C:17]2[C:16](=[CH:21][CH:20]=[CH:19][C:18]=2[N+:22]([O-:24])=[O:23])[CH2:15]1)=[O:8]. The reactants are CO.[H-].[Na+].[C:5]([O:12][CH3:13])(=[O:11])[CH2:6][C:7]([O:9][CH3:10])=[O:8].Br[CH2:15][C:16]1[CH:21]=[CH:20][CH:19]=[C:18]([N+:22]([O-:24])=[O:23])[C:17]=1[CH2:25]Br. (8) The reactants are [Cl:1][C:2]1[CH:3]=[C:4]([NH:9][C:10]2[C:11]3[C:18]4[CH2:19][CH2:20][C:21](=O)[C:22](=[CH:23][N:24](C)C)[C:17]=4[S:16][C:12]=3[N:13]=[CH:14][N:15]=2)[CH:5]=[CH:6][C:7]=1[F:8].[NH2:28]N. The catalyst is C(O)C. The product is [Cl:1][C:2]1[CH:3]=[C:4]([NH:9][C:10]2[N:15]=[CH:14][N:13]=[C:12]3[S:16][C:17]4[C:22]5[C:21]([CH2:20][CH2:19][C:18]=4[C:11]=23)=[N:28][NH:24][CH:23]=5)[CH:5]=[CH:6][C:7]=1[F:8]. The yield is 0.560.